From a dataset of Microsomal clearance measurements from AstraZeneca. Regression/Classification. Given a drug SMILES string, predict its absorption, distribution, metabolism, or excretion properties. Task type varies by dataset: regression for continuous measurements (e.g., permeability, clearance, half-life) or binary classification for categorical outcomes (e.g., BBB penetration, CYP inhibition). For this dataset (clearance_microsome_az), we predict log10(clearance) (log10 of the in vitro intrinsic clearance, CLint, in uL/min per mg of human liver microsomal protein, equivalently mL/min/g; values are censored to the assay range of 3 to 150, which is 0.477 to 2.18 on this log10 scale). (1) The molecule is O=C(O)COc1ccccc1N1CCC(CN2CCC(Oc3ccc(Cl)c(Cl)c3)CC2)CC1. The log10(clearance) is 0.930. (2) The compound is COc1ccc(C)c(NC(=O)CC23CC4CC(CC(C4)C2)C3)c1. The log10(clearance) is 2.18. (3) The drug is N#Cc1ccc(OCC(=O)O)c(-c2ccccc2)c1. The log10(clearance) is 0.780.